This data is from Catalyst prediction with 721,799 reactions and 888 catalyst types from USPTO. The task is: Predict which catalyst facilitates the given reaction. (1) Reactant: C(=O)([O-])[O-].[K+].[K+].[Br:7][C:8]1[C:9]([OH:19])=[CH:10][C:11]([OH:18])=[C:12]([CH:17]=1)[C:13]([O:15][CH3:16])=[O:14].[CH2:20](Br)[C:21]1[CH:26]=[CH:25][CH:24]=[CH:23][CH:22]=1. Product: [Br:7][C:8]1[C:9]([O:19][CH2:13][C:12]2[CH:17]=[CH:8][CH:9]=[CH:10][CH:11]=2)=[CH:10][C:11]([O:18][CH2:20][C:21]2[CH:26]=[CH:25][CH:24]=[CH:23][CH:22]=2)=[C:12]([CH:17]=1)[C:13]([O:15][CH3:16])=[O:14]. The catalyst class is: 10. (2) Reactant: [OH:1][C:2]1[C:11]2[C:6](=[CH:7][CH:8]=[CH:9][CH:10]=2)[N:5]([NH:12][CH2:13][CH2:14][CH:15]([CH3:17])[CH3:16])[C:4](=[O:18])[C:3]=1[C:19]1[NH:24][C:23]2[CH:25]=[CH:26][C:27]([OH:29])=[CH:28][C:22]=2[S:21](=[O:31])(=[O:30])[N:20]=1.C(=O)([O-])[O-].[Cs+].[Cs+].Br[CH2:39][C:40]([NH2:42])=[O:41]. Product: [OH:1][C:2]1[C:11]2[C:6](=[CH:7][CH:8]=[CH:9][CH:10]=2)[N:5]([NH:12][CH2:13][CH2:14][CH:15]([CH3:17])[CH3:16])[C:4](=[O:18])[C:3]=1[C:19]1[NH:24][C:23]2[CH:25]=[CH:26][C:27]([O:29][CH2:39][C:40]([NH2:42])=[O:41])=[CH:28][C:22]=2[S:21](=[O:30])(=[O:31])[N:20]=1. The catalyst class is: 711. (3) Reactant: [H-].[Na+].[CH3:3][N:4]1[C:9](=[O:10])[CH:8]=[N:7][NH:6][C:5]1=[O:11].Br[CH2:13][CH2:14][CH2:15][CH2:16][CH2:17][Cl:18]. Product: [Cl:18][CH2:17][CH2:16][CH2:15][CH2:14][CH2:13][N:6]1[C:5](=[O:11])[N:4]([CH3:3])[C:9](=[O:10])[CH:8]=[N:7]1. The catalyst class is: 3. (4) Reactant: [OH:1][C:2]1[N:3]=[CH:4][C:5]([C:8]([O:10][CH3:11])=[O:9])=[N:6][CH:7]=1.[Br:12]Br. Product: [CH3:11][O:10][C:8]([C:5]1[CH:4]=[N:3][C:2]([OH:1])=[C:7]([Br:12])[N:6]=1)=[O:9]. The catalyst class is: 22. (5) Reactant: [F:1][C:2]1[C:10]2[CH2:9][CH2:8][CH2:7][CH2:6][C:5]=2[N:4]2[CH2:11][CH2:12][N:13]([C:16]3[N:23]=[CH:22][CH:21]=[C:20]([C:24]4[CH:29]=[C:28]([NH:30][C:31]5[CH:36]=[CH:35][N:34]=[CH:33][N:32]=5)[C:27](=[O:37])[N:26]([CH3:38])[CH:25]=4)[C:17]=3[CH:18]=[O:19])[C:14](=[O:15])[C:3]=12.[BH4-].[Na+]. Product: [F:1][C:2]1[C:10]2[CH2:9][CH2:8][CH2:7][CH2:6][C:5]=2[N:4]2[CH2:11][CH2:12][N:13]([C:16]3[C:17]([CH2:18][OH:19])=[C:20]([C:24]4[CH:29]=[C:28]([NH:30][C:31]5[CH:36]=[CH:35][N:34]=[CH:33][N:32]=5)[C:27](=[O:37])[N:26]([CH3:38])[CH:25]=4)[CH:21]=[CH:22][N:23]=3)[C:14](=[O:15])[C:3]=12. The catalyst class is: 5. (6) Reactant: [OH:1][C:2]1[CH:7]=[CH:6][CH:5]=[CH:4][C:3]=1[CH2:8][C:9]([OH:11])=O.[NH:12]1[CH2:16][CH2:15][C@H:14]([OH:17])[CH2:13]1. Product: [OH:1][C:2]1[CH:7]=[CH:6][CH:5]=[CH:4][C:3]=1[CH2:8][C:9]([N:12]1[CH2:16][CH2:15][C@H:14]([OH:17])[CH2:13]1)=[O:11]. The catalyst class is: 3. (7) The catalyst class is: 62. Product: [C:20]([O:19][C:17](=[O:24])[NH:18][C:2]1[CH:3]=[CH:4][C:5]2[N:6]([N:8]=[C:9]([C:11]3[CH:12]=[N:13][CH:14]=[CH:15][CH:16]=3)[N:10]=2)[CH:7]=1)([CH3:23])([CH3:22])[CH3:21]. Reactant: Br[C:2]1[CH:3]=[CH:4][C:5]2[N:6]([N:8]=[C:9]([C:11]3[CH:12]=[N:13][CH:14]=[CH:15][CH:16]=3)[N:10]=2)[CH:7]=1.[C:17](=[O:24])([O:19][C:20]([CH3:23])([CH3:22])[CH3:21])[NH2:18].C(=O)([O-])[O-].[Cs+].[Cs+].C1(P(C2C=CC=CC=2)C2C3OC4C(=CC=CC=4P(C4C=CC=CC=4)C4C=CC=CC=4)C(C)(C)C=3C=CC=2)C=CC=CC=1. (8) Reactant: [Cl:1][C:2]1[CH:7]=[CH:6][CH:5]=[CH:4][C:3]=1[NH:8][C:9]([NH:11][C:12]1[CH:17]=[C:16](Cl)[N:15]=[CH:14][N:13]=1)=[O:10].[N:19]1([CH2:25][CH2:26][CH2:27][O:28][C:29]2[CH:34]=[CH:33][C:32]([NH2:35])=[CH:31][CH:30]=2)[CH2:24][CH2:23][O:22][CH2:21][CH2:20]1.Cl. Product: [Cl:1][C:2]1[CH:7]=[CH:6][CH:5]=[CH:4][C:3]=1[NH:8][C:9]([NH:11][C:12]1[CH:17]=[C:16]([NH:35][C:32]2[CH:33]=[CH:34][C:29]([O:28][CH2:27][CH2:26][CH2:25][N:19]3[CH2:20][CH2:21][O:22][CH2:23][CH2:24]3)=[CH:30][CH:31]=2)[N:15]=[CH:14][N:13]=1)=[O:10]. The catalyst class is: 40. (9) Product: [CH:26]1([C:29]2[O:24][C:3]3[C:4]([C:20]([O:22][CH3:23])=[O:21])=[CH:5][C:6]4[N:10]=[C:9]([NH:11][C:12]5[C:17]([Cl:18])=[CH:16][CH:15]=[CH:14][C:13]=5[Cl:19])[NH:8][C:7]=4[C:2]=3[N:1]=2)[CH2:28][CH2:27]1. The catalyst class is: 2. Reactant: [NH2:1][C:2]1[C:7]2[NH:8][C:9]([NH:11][C:12]3[C:17]([Cl:18])=[CH:16][CH:15]=[CH:14][C:13]=3[Cl:19])=[N:10][C:6]=2[CH:5]=[C:4]([C:20]([O:22][CH3:23])=[O:21])[C:3]=1[OH:24].Cl.[CH:26]1([C:29](=N)OCC)[CH2:28][CH2:27]1. (10) Reactant: [F:1][C:2]1[C:3]([C:39]2[S:43][C:42]([C:44]3([OH:48])[CH2:47][CH2:46][CH2:45]3)=[N:41][CH:40]=2)=[C:4]2[CH:10]=[C:9]([C:11]3[C:19]4[C:14](=[CH:15][CH:16]=[C:17]([O:20][CH3:21])[CH:18]=4)[N:13](C(OC(C)(C)C)=O)[CH:12]=3)[N:8](S(C3C=CC(C)=CC=3)(=O)=O)[C:5]2=[N:6][CH:7]=1.Cl. The catalyst class is: 273. Product: [F:1][C:2]1[C:3]([C:39]2[S:43][C:42]([C:44]3([OH:48])[CH2:47][CH2:46][CH2:45]3)=[N:41][CH:40]=2)=[C:4]2[CH:10]=[C:9]([C:11]3[C:19]4[C:14](=[CH:15][CH:16]=[C:17]([O:20][CH3:21])[CH:18]=4)[NH:13][CH:12]=3)[NH:8][C:5]2=[N:6][CH:7]=1.